This data is from NCI-60 drug combinations with 297,098 pairs across 59 cell lines. The task is: Regression. Given two drug SMILES strings and cell line genomic features, predict the synergy score measuring deviation from expected non-interaction effect. Drug 1: CC(CN1CC(=O)NC(=O)C1)N2CC(=O)NC(=O)C2. Drug 2: CC1=C(C=C(C=C1)C(=O)NC2=CC(=CC(=C2)C(F)(F)F)N3C=C(N=C3)C)NC4=NC=CC(=N4)C5=CN=CC=C5. Cell line: SN12C. Synergy scores: CSS=2.54, Synergy_ZIP=-2.74, Synergy_Bliss=-13.0, Synergy_Loewe=-13.1, Synergy_HSA=-13.3.